Binary Classification. Given a miRNA mature sequence and a target amino acid sequence, predict their likelihood of interaction. From a dataset of Experimentally validated miRNA-target interactions with 360,000+ pairs, plus equal number of negative samples. (1) The miRNA is rno-miR-320-3p with sequence AAAAGCUGGGUUGAGAGGGCGA. The protein sequence of the target gene is MARCERLRGAALRDVLGRAQGVLFDCDGVLWNGERAVPGAPELLERLARAGKAALFVSNNSRRARPELALRFARLGFGGLRAEQLFSSALCAARLLRQRLPGPPDAPGAVFVLGGEGLRAELRAAGLRLAGDPSAGDGAAPRVRAVLVGYDEHFSFAKLREACAHLRDPECLLVATDRDPWHPLSDGSRTPGTGSLAAAVETASGRQALVVGKPSPYMFECITENFSIDPARTLMVGDRLETDILFGHRCGMTTVLTLTGVSRLEEAQAYLAAGQHDLVPHYYVESIADLTEGLED. Result: 0 (no interaction). (2) The miRNA is hsa-miR-2682-3p with sequence CGCCUCUUCAGCGCUGUCUUCC. The protein sequence of the target gene is MGSQGSPVKSYDYLLKFLLVGDSDVGKGEILESLQDGAAESPYAYSNGIDYKTTTILLDGRRVKLELWDTSGQGRFCTIFRSYSRGAQGILLVYDITNRWSFDGIDRWIKEIDEHAPGVPRILVGNRLHLAFKRQVPTEQARAYAEKNCMTFFEVSPLCNFNVIESFTELSRIVLMRHGMEKIWRPNRVFSLQDLCCRAIVSCTPVHLIDKLPLPVTIKSHLKSFSMANGMNAVMMHGRSYSLASGAGGGGSKGNSLKRSKSIRPPQSPPQNCSRSNCKIS. Result: 0 (no interaction). (3) The miRNA is hsa-miR-6741-3p with sequence UCGGCUCUCUCCCUCACCCUAG. The protein sequence of the target gene is MAAAKAEMQLMSPLQISDPFGSFPHSPTMDNYPKLEEMMLLSNGAPQFLGAAGTPEGSGGNSSSSTSSGGGGGGGSNSGSSAFNPQGEPSEQPYEHLTTESFSDIALNNEKAMVETSYPSQTTRLPPITYTGRFSLEPAPNSGNTLWPEPLFSLVSGLVSMTNPPTSSSSAPSPAASSSSSASQSPPLSCAVPSNDSSPIYSAAPTFPTPNTDIFPEPQSQAFPGSAGTALQYPPPAYPATKGGFQVPMIPDYLFPQQQGDLSLGTPDQKPFQGLENRTQQPSLTPLSTIKAFATQSGSQ.... Result: 0 (no interaction). (4) The miRNA is hsa-miR-4762-5p with sequence CCAAAUCUUGAUCAGAAGCCU. The protein sequence of the target gene is MSKLPADSSVPQTGAANGDRDVPQAEVGRGRREPAPAQPEEAGEGAMAAARGGPVPAAREGRMAAARAAPAAAARGAPVAAAALARAAAAGRESPAAAAAREARMAEVARLLGEPVDEEGPEGRPRSRHGNGGLAALPYLRLRHPLSVLGINYQQFLRHYLENYPIAPGRIQELEERRRRFVEACRAREAAFDAEYQRNPHRVDLDILTFTIALTASEVINPLIEELGCDKFINRE. Result: 0 (no interaction). (5) The miRNA is mmu-miR-486a-3p with sequence CGGGGCAGCUCAGUACAGGAU. The protein sequence of the target gene is MRQVCCSALPPPPLEKGRCSSYSDSSSSSSERSSSSSSSSSESGSSSRSSSNNSSISRPAAPPEPRPQQQPQPRSPAARRAAARSRAAAAGGMRRDPAPGFSMLLFGVSLACYSPSLKSVQDQAYKAPVVVEGKVQGLVPAGGSSSNSTREPPASGRVALVKVLDKWPLRSGGLQREQVISVGSCVPLERNQRYIFFLEPTEQPLVFKTAFAPLDTNGKNLKKEVGKILCTDCATRPKLKKMKSQTGQVGEKQSLKCEAAAGNPQPSYRWFKDGKELNRSRDIRIKYGNGRKNSRLQFNK.... Result: 0 (no interaction). (6) The miRNA is ath-miR172d-3p with sequence AGAAUCUUGAUGAUGCUGCAG. The protein sequence of the target gene is MLSKLASLQTIAALRRGVHTSVASATSVATKKTEQGPPSSEYIFERESKYGAHNYHPLPVALERGKGIYMWDVEGRQYFDFLSAYGAVSQGHCHPKIIDAMKSQVDKLTLTSRAFYNNVLGEYEEYITKLFNYNKVLPMNTGVEAGETACKLARRWGYTVKGIQKYKAKIVFADGNFWGRTLSAISSSTDPTSYDGFGPFMPGFETIPYNDLPALERALQDPNVAAFMVEPIQGEAGVIVPDPGYLTGVRELCTRHQVLFIADEIQTGLARTGRWLAVDHENVRPDMVLLGKALSGGLYP.... Result: 0 (no interaction).